Predict the reactants needed to synthesize the given product. From a dataset of Full USPTO retrosynthesis dataset with 1.9M reactions from patents (1976-2016). (1) The reactants are: Cl.CN(C)CCCN=C=NCC.[F:13][C:14]1[CH:15]=[C:16]([NH:21][CH:22]([C:24]2[CH:25]=[C:26]([C:41](O)=[O:42])[CH:27]=[C:28]3[C:33]=2[O:32][C:31]([N:34]2[CH2:39][CH2:38][O:37][CH2:36][CH2:35]2)=[CH:30][C:29]3=[O:40])[CH3:23])[CH:17]=[C:18]([F:20])[CH:19]=1.[C:44]([Si:48]([C:60]1[CH:65]=[CH:64][CH:63]=[CH:62][CH:61]=1)([C:54]1[CH:59]=[CH:58][CH:57]=[CH:56][CH:55]=1)[O:49][CH2:50][CH2:51][NH:52][CH3:53])([CH3:47])([CH3:46])[CH3:45].OC1C=CC=C[N+]=1[O-]. Given the product [Si:48]([O:49][CH2:50][CH2:51][N:52]([CH3:53])[C:41]([C:26]1[CH:27]=[C:28]2[C:33](=[C:24]([CH:22]([NH:21][C:16]3[CH:17]=[C:18]([F:20])[CH:19]=[C:14]([F:13])[CH:15]=3)[CH3:23])[CH:25]=1)[O:32][C:31]([N:34]1[CH2:39][CH2:38][O:37][CH2:36][CH2:35]1)=[CH:30][C:29]2=[O:40])=[O:42])([C:44]([CH3:46])([CH3:47])[CH3:45])([C:60]1[CH:61]=[CH:62][CH:63]=[CH:64][CH:65]=1)[C:54]1[CH:55]=[CH:56][CH:57]=[CH:58][CH:59]=1, predict the reactants needed to synthesize it. (2) Given the product [NH:1]1[C:9]2[C:4](=[CH:5][CH:6]=[CH:7][CH:8]=2)[C:3]([CH2:10][CH2:11][C:12]([NH:27][CH2:28][CH2:29][CH2:30][CH2:31][CH2:32][NH:33][C:34]2[C:35]3[C:40]([N:41]=[C:42]4[C:47]=2[CH2:46][CH2:45][CH2:44][CH2:43]4)=[CH:39][CH:38]=[CH:37][CH:36]=3)=[O:14])=[CH:2]1, predict the reactants needed to synthesize it. The reactants are: [NH:1]1[C:9]2[C:4](=[CH:5][CH:6]=[CH:7][CH:8]=2)[C:3]([CH2:10][CH2:11][C:12]([OH:14])=O)=[CH:2]1.C(N1C=CN=C1)(N1C=CN=C1)=O.[NH2:27][CH2:28][CH2:29][CH2:30][CH2:31][CH2:32][NH:33][C:34]1[C:35]2[C:40]([N:41]=[C:42]3[C:47]=1[CH2:46][CH2:45][CH2:44][CH2:43]3)=[CH:39][CH:38]=[CH:37][CH:36]=2. (3) Given the product [Br:1][C:2]1[CH:3]=[CH:4][C:5]([C:8]2[CH:13]=[CH:12][C:11]([O:14][CH2:24][C:20]3[CH:19]=[C:18]([CH:23]=[CH:22][CH:21]=3)[C:17]([OH:26])=[O:16])=[CH:10][CH:9]=2)=[CH:6][CH:7]=1, predict the reactants needed to synthesize it. The reactants are: [Br:1][C:2]1[CH:7]=[CH:6][C:5]([C:8]2[CH:13]=[CH:12][C:11]([OH:14])=[CH:10][CH:9]=2)=[CH:4][CH:3]=1.C[O:16][C:17](=[O:26])[C:18]1[CH:23]=[CH:22][CH:21]=[C:20]([CH2:24]Br)[CH:19]=1. (4) Given the product [C:4]1(=[O:12])[N:5]([CH2:6][CH3:7])[C:1](=[O:17])[C:2]2=[CH:16][CH:15]=[CH:14][CH:13]=[C:3]12.[CH3:18][NH:19][SH:8](=[O:9])=[O:10], predict the reactants needed to synthesize it. The reactants are: [C:1]1(=[O:17])[N:5]([CH2:6][CH2:7][S:8](Cl)(=[O:10])=[O:9])[C:4](=[O:12])[C:3]2=[CH:13][CH:14]=[CH:15][CH:16]=[C:2]12.[CH3:18][NH2:19]. (5) Given the product [C:1]([O:5][C:6](=[O:21])[NH:7][C@@H:8]1[C@@H:12]([C:13]2[CH:18]=[C:17]([F:19])[CH:16]=[CH:15][C:14]=2[F:20])[CH2:11][N:10]([C:26]2[N:27]=[CH:28][C:23]([Br:22])=[CH:24][N:25]=2)[CH2:9]1)([CH3:4])([CH3:2])[CH3:3], predict the reactants needed to synthesize it. The reactants are: [C:1]([O:5][C:6](=[O:21])[NH:7][C@@H:8]1[C@@H:12]([C:13]2[CH:18]=[C:17]([F:19])[CH:16]=[CH:15][C:14]=2[F:20])[CH2:11][NH:10][CH2:9]1)([CH3:4])([CH3:3])[CH3:2].[Br:22][C:23]1[CH:24]=[N:25][C:26](Cl)=[N:27][CH:28]=1.C1CCN2C(=NCCC2)CC1.